From a dataset of NCI-60 drug combinations with 297,098 pairs across 59 cell lines. Regression. Given two drug SMILES strings and cell line genomic features, predict the synergy score measuring deviation from expected non-interaction effect. (1) Drug 1: CC1=C(C(CCC1)(C)C)C=CC(=CC=CC(=CC(=O)O)C)C. Drug 2: CCN(CC)CCCC(C)NC1=C2C=C(C=CC2=NC3=C1C=CC(=C3)Cl)OC. Cell line: IGROV1. Synergy scores: CSS=-3.55, Synergy_ZIP=1.20, Synergy_Bliss=-0.306, Synergy_Loewe=-2.71, Synergy_HSA=-2.48. (2) Synergy scores: CSS=30.4, Synergy_ZIP=-5.39, Synergy_Bliss=-2.23, Synergy_Loewe=-32.6, Synergy_HSA=-2.29. Cell line: SK-OV-3. Drug 1: CCC1(C2=C(COC1=O)C(=O)N3CC4=CC5=C(C=CC(=C5CN(C)C)O)N=C4C3=C2)O.Cl. Drug 2: C(CCl)NC(=O)N(CCCl)N=O. (3) Drug 1: CC12CCC(CC1=CCC3C2CCC4(C3CC=C4C5=CN=CC=C5)C)O. Drug 2: COC1=CC(=CC(=C1O)OC)C2C3C(COC3=O)C(C4=CC5=C(C=C24)OCO5)OC6C(C(C7C(O6)COC(O7)C8=CC=CS8)O)O. Cell line: T-47D. Synergy scores: CSS=35.1, Synergy_ZIP=-9.13, Synergy_Bliss=-2.07, Synergy_Loewe=-28.1, Synergy_HSA=-0.646. (4) Drug 1: CS(=O)(=O)C1=CC(=C(C=C1)C(=O)NC2=CC(=C(C=C2)Cl)C3=CC=CC=N3)Cl. Drug 2: CC1=C(C=C(C=C1)C(=O)NC2=CC(=CC(=C2)C(F)(F)F)N3C=C(N=C3)C)NC4=NC=CC(=N4)C5=CN=CC=C5. Cell line: SF-268. Synergy scores: CSS=6.93, Synergy_ZIP=3.44, Synergy_Bliss=7.81, Synergy_Loewe=3.42, Synergy_HSA=3.91.